From a dataset of Forward reaction prediction with 1.9M reactions from USPTO patents (1976-2016). Predict the product of the given reaction. (1) Given the reactants C(OC(=O)[NH:7][C:8]1[S:9][C:10]2[CH:38]=[CH:37][CH:36]=[CH:35][C:11]=2[C:12]=1[C:13]([N:15]1[CH2:20][CH2:19][CH:18]([N:21]2[CH2:34][CH2:33][CH2:32][C:23]3([O:27][C:26](=[O:28])[N:25]([CH2:29][CH3:30])[C:24]3=[O:31])[CH2:22]2)[CH2:17][CH2:16]1)=[O:14])(C)(C)C.C(=O)([O-])O.[Na+], predict the reaction product. The product is: [NH2:7][C:8]1[S:9][C:10]2[CH:38]=[CH:37][CH:36]=[CH:35][C:11]=2[C:12]=1[C:13]([N:15]1[CH2:16][CH2:17][CH:18]([N:21]2[CH2:34][CH2:33][CH2:32][C:23]3([O:27][C:26](=[O:28])[N:25]([CH2:29][CH3:30])[C:24]3=[O:31])[CH2:22]2)[CH2:19][CH2:20]1)=[O:14]. (2) Given the reactants [N:1]1[C:6]2[NH:7][C:8]3[C:13]([C:5]=2[C:4](=[O:14])[NH:3][CH:2]=1)=[CH:12][CH:11]=[CH:10][CH:9]=3.[CH3:15][C:16]([O-])([CH3:18])[CH3:17].[K+].CC1[C:23](CBr)=[C:24]([CH:28]=CC=1)[C:25]([O-:27])=[O:26].[CH3:33]N(C=O)C, predict the reaction product. The product is: [O:14]=[C:4]1[C:5]2[C:13]3[C:8](=[CH:9][CH:10]=[CH:11][CH:12]=3)[N:7]([CH2:15][C:16]3[CH:18]=[CH:28][C:24]([C:25]([O:27][CH3:33])=[O:26])=[CH:23][CH:17]=3)[C:6]=2[N:1]=[CH:2][NH:3]1.